From a dataset of Drug-target binding data from BindingDB using IC50 measurements. Regression. Given a target protein amino acid sequence and a drug SMILES string, predict the binding affinity score between them. We predict pIC50 (pIC50 = -log10(IC50 in M); higher means more potent). Dataset: bindingdb_ic50. (1) The compound is CC(=O)N[C@H](C(=O)N[C@@H](CC(=O)O)C(=O)N[C@H](C(=O)N1Cc2ccccc2C1C(=O)N[C@H]1CC(=O)OC1O)C(C)C)C(C)C. The target protein (P42575) has sequence MAAPSAGSWSTFQHKELMAADRGRRILGVCGMHPHHQETLKKNRVVLAKQLLLSELLEHLLEKDIITLEMRELIQAKVGSFSQNVELLNLLPKRGPQAFDAFCEALRETKQGHLEDMLLTTLSGLQHVLPPLSCDYDLSLPFPVCESCPLYKKLRLSTDTVEHSLDNKDGPVCLQVKPCTPEFYQTHFQLAYRLQSRPRGLALVLSNVHFTGEKELEFRSGGDVDHSTLVTLFKLLGYDVHVLCDQTAQEMQEKLQNFAQLPAHRVTDSCIVALLSHGVEGAIYGVDGKLLQLQEVFQLFDNANCPSLQNKPKMFFIQACRGDETDRGVDQQDGKNHAGSPGCEESDAGKEKLPKMRLPTRSDMICGYACLKGTAAMRNTKRGSWYIEALAQVFSERACDMHVADMLVKVNALIKDREGYAPGTEFHRCKEMSEYCSTLCRHLYLFPGHPPT. The pIC50 is 6.1. (2) The small molecule is C[C@H]1[C@H](NC(=O)/C(=N\OC(C)(C)C(=O)O)c2csc(N)n2)C(=O)N1S(=O)(=O)O. The target protein sequence is MFKTTLCALLITASCSTFAA. The pIC50 is 7.2. (3) The compound is O=C(NCc1ccccc1)[C@@H](Cc1c([Se][Se]c2[nH]c3ccccc3c2C[C@@H](NC(=O)C(F)(F)F)C(=O)NCc2ccccc2)[nH]c2ccccc12)NC(=O)C(F)(F)F. The target protein sequence is MGLPGVIPALVLRGQLLLSVLWLLGPQTSRGLVITPPGPEFVLNISSTFVLTCSGSAPVMWEQMSQVPWQEAAMNQDGTFSSVLTLTNVTGGDTGEYFCVYNNSLGPELSERKRIYIFVPDPTMGFLPMDSEDLFIFVTDVTETTIPCRVTDPQLEVTLHEKKVDIPLHVPYDHQRGFTGTFEDKTYICKTTIGDREVDSDTYYVYSLQVSSINVSVNAVQTVVRQGESITIRCIVMGNDVVNFQWTYPRMKSGRLVEPVTDYLFGVPSRIGSILHIPTAELSDSGTYTCNVSVSVNDHGDEKAINISVIENGYVRLLETLGDVEIAELHRSRTLRVVFEAYPMPSVLWLKDNRTLGDSGAGELVLSTRNMSETRYVSELILVRVKVSEAGYYTMRAFHEDDEVQLSFKLQVNVPVRVLELSESHPANGEQTIRCRGRGMPQPNVTWSTCRDLKRCPRKLSPTPLGNSSKEESQLETNVTFWEEDQEYEVVSTLRLRHVD.... The pIC50 is 4.3. (4) The target protein (P00639) has sequence MRGTRLMGLLLALAGLLQLGLSLKIAAFNIRTFGETKMSNATLASYIVRIVRRYDIVLIQEVRDSHLVAVGKLLDYLNQDDPNTYHYVVSEPLGRNSYKERYLFLFRPNKVSVLDTYQYDDGCESCGNDSFSREPAVVKFSSHSTKVKEFAIVALHSAPSDAVAEINSLYDVYLDVQQKWHLNDVMLMGDFNADCSYVTSSQWSSIRLRTSSTFQWLIPDSADTTATSTNCAYDRIVVAGSLLQSSVVPGSAAPFDFQAAYGLSNEMALAISDHYPVEVTLT. The small molecule is CC[C@@]1(O)C(=O)OCc2c1cc1n(c2=O)Cc2cc3ccccc3nc2-1. The pIC50 is 3.5. (5) The drug is COC(=O)/C(=C\C=C\c1cc2ccccc2[nH]1)OC. The target protein (Q9I8D0) has sequence MGELFRSEEMTLAQLFLQSEAAYCCVSELGELGKVQFRDLNPDVNVFQRKFVNEVRRCEEMDRKLRFVEKEIKKANIPIMDTGENPEVPFPRDMIDLEANFEKIENELKEINTNQEALKRNFLELTELKFILRKTQQFFDEMADPDLLEESSSLLEPSEMGRGAPLRLGFVAGVINRERIPTFERMLWRVCRGNVFLRQAEIENPLEDPVTGDYVHKSVFIIFFQGDQLKNRVKKICEGFRASLYPCPETPQERKEMASGVNTRIDDLQMVLNQTEDHRQRVLQAAAKNIRVWFIKVRKMKAIYHTLNLCNIDVTQKCLSAEVWCPVADLDSIQFALRRGTEHSGSTVPSILNRMQTNQTPPTYNKTNKFTCGFQNIVDAYGIGTYREINPAPYTIITFPFLFAVMFGDFGHGILMTLIAIWMVLRESRILSQKSDNEMFSTVFSGRYIILLMGLFSTYTGLIYNDCFSKSLNMFGSSWSVRPMFSKANWSDELLKTTPL.... The pIC50 is 6.7. (6) The compound is N=C(N)NCCCCCNCCCCCN. The target protein (Q6AY53) has sequence MEGTPSGAAPSSALAAVLKHSSALPPESAQVQGYDFNRGVDYHALLEAYGTTGFQATNFGRAVQQVNAMIEKKLEPLAVDEDHHEDLTQSRRPLTGCTIFLGYTSNLISSGIRETIRYLVQHNMVDVLVTTAGGVEEDLIKCLAPTYLGEFSLRGKELRENGINRIGNLLVPNDNYCKFEDWLMPILDQMVQEQNTEGVKWTPSKMISRLGKEINNPESVYYWAHKNHIPVLSPALTDGSLGDMIFFHSYKNPGLVLDIVEDLRLINMQAIFAKRTGMIILGGGVVKHHIANANLMRNGADYAVYINTAQEFDGSDSGARPDEAVSWGKIRMDAQPVKVYADASLVFPLLVAETFAQKADAFRAEKNED. The pIC50 is 4.0.